Task: Predict the product of the given reaction.. Dataset: Forward reaction prediction with 1.9M reactions from USPTO patents (1976-2016) (1) Given the reactants CN(C)[CH:3]=[O:4].P(Cl)(Cl)(Cl)=O.[Cl:11][C:12]1[N:17]2[N:18]=[C:19]([C:21]3[CH:26]=[CH:25][C:24]([F:27])=[CH:23][CH:22]=3)[CH:20]=[C:16]2[CH:15]=[CH:14][CH:13]=1.O, predict the reaction product. The product is: [Cl:11][C:12]1[N:17]2[N:18]=[C:19]([C:21]3[CH:26]=[CH:25][C:24]([F:27])=[CH:23][CH:22]=3)[C:20]([CH:3]=[O:4])=[C:16]2[CH:15]=[CH:14][CH:13]=1. (2) Given the reactants [CH3:1][O:2][C:3]1[CH:12]=[C:11]2[C:6]([C:7](=[O:18])[CH:8]=[C:9]([C:13]([O:15][CH2:16][CH3:17])=[O:14])[O:10]2)=[CH:5][CH:4]=1.C([O-])=O.[NH4+], predict the reaction product. The product is: [CH3:1][O:2][C:3]1[CH:12]=[C:11]2[C:6]([C:7](=[O:18])[CH2:8][CH:9]([C:13]([O:15][CH2:16][CH3:17])=[O:14])[O:10]2)=[CH:5][CH:4]=1.